From a dataset of Full USPTO retrosynthesis dataset with 1.9M reactions from patents (1976-2016). Predict the reactants needed to synthesize the given product. Given the product [Cl:49][C:50]1[CH:66]=[CH:65][C:53]2[NH:54][C:55]([CH:57]([C:58]3[CH:63]=[CH:62][CH:61]=[CH:60][CH:59]=3)[NH:64][C:5](=[O:7])[C:4]3[CH:8]=[CH:9][C:10]([C:11]([N:13]4[CH2:17][CH2:16][CH2:15][CH2:14]4)=[O:12])=[C:2]([CH3:1])[CH:3]=3)=[N:56][C:52]=2[CH:51]=1, predict the reactants needed to synthesize it. The reactants are: [CH3:1][C:2]1[CH:3]=[C:4]([CH:8]=[CH:9][C:10]=1[C:11]([N:13]1[CH2:17][CH2:16][CH2:15][CH2:14]1)=[O:12])[C:5]([OH:7])=O.CN(C(ON1N=NC2C=CC=CC1=2)=[N+](C)C)C.[B-](F)(F)(F)F.C(N(C(C)C)CC)(C)C.[Cl:49][C:50]1[CH:66]=[CH:65][C:53]2[NH:54][C:55]([CH:57]([NH2:64])[C:58]3[CH:63]=[CH:62][CH:61]=[CH:60][CH:59]=3)=[N:56][C:52]=2[CH:51]=1.ClCl.